This data is from Forward reaction prediction with 1.9M reactions from USPTO patents (1976-2016). The task is: Predict the product of the given reaction. (1) Given the reactants [CH:1]([C:3]1[N:11]([CH2:12][CH2:13][C:14]([O:16][CH3:17])=[O:15])[C:6]2=[N:7][CH:8]=[CH:9][CH:10]=[C:5]2[CH:4]=1)=O.[CH3:18][N:19]([C:22]([O:24][CH2:25][CH:26]1[C:38]2[CH:37]=[CH:36][CH:35]=[CH:34][C:33]=2[C:32]2[C:27]1=[CH:28][CH:29]=[CH:30][CH:31]=2)=[O:23])[NH:20][CH3:21].[BH-](OC(C)=O)(OC(C)=O)OC(C)=O.[Na+].CC#N, predict the reaction product. The product is: [CH3:17][O:16][C:14](=[O:15])[CH2:13][CH2:12][N:11]1[C:6]2=[N:7][CH:8]=[CH:9][CH:10]=[C:5]2[CH:4]=[C:3]1[CH2:1][N:20]([CH3:21])[N:19]([CH3:18])[C:22]([O:24][CH2:25][CH:26]1[C:27]2[CH:28]=[CH:29][CH:30]=[CH:31][C:32]=2[C:33]2[C:38]1=[CH:37][CH:36]=[CH:35][CH:34]=2)=[O:23]. (2) Given the reactants [C:1]([N:20]1[CH:24]=[C:23]([CH2:25][C:26](O)=[O:27])[N:22]=[CH:21]1)([C:14]1[CH:19]=[CH:18][CH:17]=[CH:16][CH:15]=1)([C:8]1[CH:13]=[CH:12][CH:11]=[CH:10][CH:9]=1)[C:2]1[CH:7]=[CH:6][CH:5]=[CH:4][CH:3]=1.B.C1COCC1, predict the reaction product. The product is: [C:1]([N:20]1[CH:24]=[C:23]([CH2:25][CH2:26][OH:27])[N:22]=[CH:21]1)([C:14]1[CH:15]=[CH:16][CH:17]=[CH:18][CH:19]=1)([C:8]1[CH:9]=[CH:10][CH:11]=[CH:12][CH:13]=1)[C:2]1[CH:7]=[CH:6][CH:5]=[CH:4][CH:3]=1. (3) Given the reactants [CH3:1][C:2]([C:4]1[CH:9]=[CH:8][C:7]([Cl:10])=[CH:6][CH:5]=1)=O.[C:11]1([C@@H:17]([NH2:19])[CH3:18])[CH:16]=[CH:15][CH:14]=[CH:13][CH:12]=1, predict the reaction product. The product is: [C:11]1([C:17](=[N:19][C@H:2]([C:4]2[CH:9]=[CH:8][C:7]([Cl:10])=[CH:6][CH:5]=2)[CH3:1])[CH3:18])[CH:16]=[CH:15][CH:14]=[CH:13][CH:12]=1. (4) Given the reactants [C:1](Cl)(=[O:5])[CH2:2][CH2:3][CH3:4].[OH:7][C:8]1[C:13]([O:14][CH3:15])=[CH:12][C:11]([C:16]([O:18][C@H:19]2[C@H:39]([O:40][CH3:41])[C@@H:38]([C:42]([O:44][CH3:45])=[O:43])[C@@H:37]3[C@@H:21]([CH2:22][N:23]4[C@H:35]([CH2:36]3)[C:34]3[NH:33][C:32]5[C:27](=[CH:28][CH:29]=[C:30]([O:46][CH3:47])[CH:31]=5)[C:26]=3[CH2:25][CH2:24]4)[CH2:20]2)=[O:17])=[CH:10][C:9]=1[O:48][CH3:49], predict the reaction product. The product is: [C:1]([O:7][C:8]1[C:9]([O:48][CH3:49])=[CH:10][C:11]([C:16]([O:18][C@H:19]2[C@H:39]([O:40][CH3:41])[C@@H:38]([C:42]([O:44][CH3:45])=[O:43])[C@@H:37]3[C@@H:21]([CH2:22][N:23]4[C@H:35]([CH2:36]3)[C:34]3[NH:33][C:32]5[C:27](=[CH:28][CH:29]=[C:30]([O:46][CH3:47])[CH:31]=5)[C:26]=3[CH2:25][CH2:24]4)[CH2:20]2)=[O:17])=[CH:12][C:13]=1[O:14][CH3:15])(=[O:5])[CH2:2][CH2:3][CH3:4]. (5) The product is: [CH3:1][S:2]([CH2:5][C:6]1[CH:7]=[CH:8][C:9]([C:12]2[CH:13]=[C:14]3[CH2:20][CH:19]([CH:21]4[CH2:26][CH2:25][N:24]([C:27]5[O:29][N:30]=[C:31]([CH2:32][CH2:33][CH3:34])[N:28]=5)[CH2:23][CH2:22]4)[O:18][C:15]3=[CH:16][N:17]=2)=[CH:10][CH:11]=1)(=[O:3])=[O:4]. Given the reactants [CH3:1][S:2]([CH2:5][C:6]1[CH:11]=[CH:10][C:9]([C:12]2[CH:13]=[C:14]3[CH2:20][CH:19]([CH:21]4[CH2:26][CH2:25][N:24]([C:27]#[N:28])[CH2:23][CH2:22]4)[O:18][C:15]3=[CH:16][N:17]=2)=[CH:8][CH:7]=1)(=[O:4])=[O:3].[OH:29][NH:30][C:31](=N)[CH2:32][CH2:33][CH3:34], predict the reaction product.